This data is from Drug-target binding data from BindingDB using IC50 measurements. The task is: Regression. Given a target protein amino acid sequence and a drug SMILES string, predict the binding affinity score between them. We predict pIC50 (pIC50 = -log10(IC50 in M); higher means more potent). Dataset: bindingdb_ic50. (1) The drug is C[C@@H]1CC(=O)NN=C1c1ccc(NC2=C(Cc3cccc(I)c3)C(=O)CCC2)cc1. The target protein sequence is EQEVSLDLILVEEYDSLIEKMSNWNFPIFELVEKMGEKSGRILSQVMYTLFQDTGLLEIFKIPTQQFMNYFRALENGYRDIPYHNRIHATDVLHAVWYLTTRPVPGLQQIHNGCGTGNETDSDGRINHGRIAYISSKSCSNPDESYGCLSSNIPALELMALYVAAAMHDYDHPGRTNAFLVATNAPQAVLYNDRSVLENHHAASAWNLYLSRPEYNFLLHLDHVEFKRFRFLVIEAILATDLKKHFDFLAEFNAKANDVNSNGIEWSNENDRLLVCQVCIKLADINGPAKVRDLHLKWTEGIVNEFYEQGDEEANLGLPISPFMDRSSPQLAKLQESFITHIVGPLCNSYDAAGLLPGQWLEAEEDNDTESGDDEDGEELDTEDEEMENNLNPKPPRRKSRRRIFCQLMHHLTENHKIWK. The pIC50 is 9.4. (2) The small molecule is CC1CCN(C(=O)C(CCn2cccc2C#N)NS(=O)(=O)c2c(N)cc(Cl)cc2Cl)CC1. The target protein (P46092) has sequence MGTEATEQVSWGHYSGDEEDAYSAEPLPELCYKADVQAFSRAFQPSVSLTVAALGLAGNGLVLATHLAARRAARSPTSAHLLQLALADLLLALTLPFAAAGALQGWSLGSATCRTISGLYSASFHAGFLFLACISADRYVAIARALPAGPRPSTPGRAHLVSVIVWLLSLLLALPALLFSQDGQREGQRRCRLIFPEGLTQTVKGASAVAQVALGFALPLGVMVACYALLGRTLLAARGPERRRALRVVVALVAAFVVLQLPYSLALLLDTADLLAARERSCPASKRKDVALLVTSGLALARCGLNPVLYAFLGLRFRQDLRRLLRGGSCPSGPQPRRGCPRRPRLSSCSAPTETHSLSWDN. The pIC50 is 7.4.